Task: Predict which catalyst facilitates the given reaction.. Dataset: Catalyst prediction with 721,799 reactions and 888 catalyst types from USPTO (1) Reactant: [Cl:1][C:2]1[C:3]([F:31])=[C:4]([CH:8]2[C:12]([C:15]3[CH:20]=[CH:19][C:18]([Cl:21])=[CH:17][C:16]=3[F:22])([C:13]#[N:14])[CH:11]([CH2:23][C:24]([CH3:27])([CH3:26])[CH3:25])[NH:10][CH:9]2[C:28]([OH:30])=O)[CH:5]=[CH:6][CH:7]=1.[C:32](Cl)(=O)C(Cl)=O.C(N(CC)CC)C.[NH2:45][C:46]1[S:50][C:49]([C:51]([O-:53])=[O:52])=[CH:48][CH:47]=1. Product: [CH3:32][O:52][C:51]([C:49]1[S:50][C:46]([NH:45][C:28]([C@H:9]2[C@H:8]([C:4]3[CH:5]=[CH:6][CH:7]=[C:2]([Cl:1])[C:3]=3[F:31])[C@:12]([C:15]3[CH:20]=[CH:19][C:18]([Cl:21])=[CH:17][C:16]=3[F:22])([C:13]#[N:14])[C@H:11]([CH2:23][C:24]([CH3:26])([CH3:27])[CH3:25])[NH:10]2)=[O:30])=[CH:47][CH:48]=1)=[O:53]. The catalyst class is: 142. (2) Reactant: [N+:1]([C:4]1[CH:11]=[CH:10][C:7]([CH2:8]O)=[CH:6][C:5]=1[O:12][CH3:13])([O-:3])=[O:2].C(Br)(Br)(Br)[Br:15].C1(P(C2C=CC=CC=2)C2C=CC=CC=2)C=CC=CC=1. Product: [Br:15][CH2:8][C:7]1[CH:10]=[CH:11][C:4]([N+:1]([O-:3])=[O:2])=[C:5]([O:12][CH3:13])[CH:6]=1. The catalyst class is: 1. (3) Reactant: Br[C:2]1[CH:7]=[CH:6][C:5]([F:8])=[C:4]([F:9])[C:3]=1[CH3:10].C([Mg]Cl)(C)C.[C:16](=[O:18])=[O:17]. Product: [F:9][C:4]1[C:3]([CH3:10])=[C:2]([CH:7]=[CH:6][C:5]=1[F:8])[C:16]([OH:18])=[O:17]. The catalyst class is: 7. (4) Reactant: [Br:1][C:2]1[CH:9]=[C:6]([CH:7]=O)[C:5]([OH:10])=[CH:4][CH:3]=1.Cl[CH2:12][C:13](=[O:15])[CH3:14].C([O-])([O-])=O.[Cs+].[Cs+].O. Product: [C:13]([C:14]1[O:10][C:5]2[CH:4]=[CH:3][C:2]([Br:1])=[CH:9][C:6]=2[CH:7]=1)(=[O:15])[CH3:12]. The catalyst class is: 3. (5) Reactant: [C:1]([CH:9]1[CH2:15][CH2:14][O:13][C:12]2[CH:16]=[C:17]([N:20]3[CH2:24][C@H:23]([CH2:25][NH:26][C:27](=[O:29])[CH3:28])[O:22][C:21]3=[O:30])[CH:18]=[CH:19][C:11]=2[C:10]1=[O:31])(=[O:8])[C:2]1C=C[CH:5]=[CH:4][CH:3]=1.[Li+].C[Si]([N-][Si](C)(C)C)(C)C.CC1[O:47][N:46]=C(C(Cl)=O)C=1.[Cl-].[NH4+]. Product: [CH3:5][C:4]1[O:47][N:46]=[C:2]([C:1]([CH:9]2[CH2:15][CH2:14][O:13][C:12]3[CH:16]=[C:17]([N:20]4[CH2:24][C@H:23]([CH2:25][NH:26][C:27](=[O:29])[CH3:28])[O:22][C:21]4=[O:30])[CH:18]=[CH:19][C:11]=3[C:10]2=[O:31])=[O:8])[CH:3]=1. The catalyst class is: 1.